From a dataset of Forward reaction prediction with 1.9M reactions from USPTO patents (1976-2016). Predict the product of the given reaction. (1) Given the reactants [I:1][C:2]1[CH:7]=[CH:6][C:5]([CH2:8][C:9]([OH:11])=[O:10])=[CH:4][CH:3]=1.O=S(Cl)Cl.[CH3:16]O, predict the reaction product. The product is: [I:1][C:2]1[CH:3]=[CH:4][C:5]([CH2:8][C:9]([O:11][CH3:16])=[O:10])=[CH:6][CH:7]=1. (2) Given the reactants Br[C:2]1[S:6][C:5]([NH:7][C:8]([NH:10][C:11]2[CH:16]=[CH:15][C:14]([CH3:17])=[CH:13][C:12]=2[C:18]([CH:20]2[CH2:24][CH2:23][CH2:22][CH2:21]2)=[O:19])=[O:9])=[N:4][CH:3]=1.[SH:25][C:26]1[N:30]([CH2:31][C:32]([OH:34])=[O:33])[N:29]=[N:28][N:27]=1, predict the reaction product. The product is: [CH:20]1([C:18]([C:12]2[CH:13]=[C:14]([CH3:17])[CH:15]=[CH:16][C:11]=2[NH:10][C:8](=[O:9])[NH:7][C:5]2[S:6][C:2]([S:25][C:26]3[N:30]([CH2:31][C:32]([OH:34])=[O:33])[N:29]=[N:28][N:27]=3)=[CH:3][N:4]=2)=[O:19])[CH2:24][CH2:23][CH2:22][CH2:21]1.